Predict which catalyst facilitates the given reaction. From a dataset of Catalyst prediction with 721,799 reactions and 888 catalyst types from USPTO. (1) Reactant: [Br:1][C:2]1[NH:10][C:9]2[C:8](=[O:11])[NH:7][C:6](=[O:12])[N:5]([CH3:13])[C:4]=2[N:3]=1.[Br:14][C:15]1[CH:22]=[CH:21][CH:20]=[CH:19][C:16]=1[CH2:17]Br.C(N(C(C)C)CC)(C)C. Product: [Br:1][C:2]1[N:10]([CH2:17][C:16]2[CH:19]=[CH:20][CH:21]=[CH:22][C:15]=2[Br:14])[C:9]2[C:8](=[O:11])[NH:7][C:6](=[O:12])[N:5]([CH3:13])[C:4]=2[N:3]=1. The catalyst class is: 9. (2) Reactant: Cl.[CH:2]12[NH:9][CH:6]([CH2:7][CH2:8]1)[CH2:5][C:4](=[O:10])[CH2:3]2.C(N(CC)C(C)C)(C)C.[C:20]([O:24][C:25](O[C:25]([O:24][C:20]([CH3:23])([CH3:22])[CH3:21])=[O:26])=[O:26])([CH3:23])([CH3:22])[CH3:21]. Product: [C:20]([O:24][C:25]([N:9]1[CH:6]2[CH2:7][CH2:8][CH:2]1[CH2:3][C:4](=[O:10])[CH2:5]2)=[O:26])([CH3:23])([CH3:22])[CH3:21]. The catalyst class is: 38. (3) Reactant: [CH2:1]([O:3][C:4](=[O:22])[C:5]1[CH:10]=[CH:9][C:8]([NH:11][C:12]2[C:13]3[N:14]([CH:19]=[CH:20][N:21]=3)[CH:15]=[C:16](Br)[N:17]=2)=[CH:7][CH:6]=1)[CH3:2].S(O)(O)(=O)=O.[NH2:28][C:29]1[CH:30]=[C:31](B(O)O)[CH:32]=[CH:33][CH:34]=1.[NH2:28][C:29]1[CH:34]=[C:33](B(O)O)[CH:32]=[CH:31][CH:30]=1.C(=O)([O-])[O-].[Na+].[Na+].C(COC)OC. Product: [CH2:1]([O:3][C:4](=[O:22])[C:5]1[CH:10]=[CH:9][C:8]([NH:11][C:12]2[C:13]3[N:14]([CH:19]=[CH:20][N:21]=3)[CH:15]=[C:16]([C:33]3[CH:32]=[CH:31][CH:30]=[C:29]([NH2:28])[CH:34]=3)[N:17]=2)=[CH:7][CH:6]=1)[CH3:2]. The catalyst class is: 103. (4) Reactant: [CH:1]1[C:10]2[C:5](=[CH:6][C:7]([NH:11][C:12](=[O:28])[CH2:13][CH:14]([NH:20]C(=O)OC(C)(C)C)[C:15]3[CH:19]=[CH:18][S:17][CH:16]=3)=[CH:8][CH:9]=2)[CH:4]=[CH:3][N:2]=1.[ClH:29]. Product: [ClH:29].[ClH:29].[NH2:20][CH:14]([C:15]1[CH:19]=[CH:18][S:17][CH:16]=1)[CH2:13][C:12]([NH:11][C:7]1[CH:6]=[C:5]2[C:10](=[CH:9][CH:8]=1)[CH:1]=[N:2][CH:3]=[CH:4]2)=[O:28]. The catalyst class is: 2. (5) The catalyst class is: 20. Reactant: [Cl:1][C:2]1[C:7]([F:8])=[CH:6][C:5]([C:9]2[N:10]=[C:11]([N:18]3[CH2:23][CH2:22][CH:21]([CH2:24][C:25]#[N:26])[CH2:20][CH2:19]3)[C:12]3[S:17][CH:16]=[CH:15][C:13]=3[N:14]=2)=[C:4]([F:27])[CH:3]=1.CN1CCCC1=O.[N-:35]=[N+:36]=[N-:37].[Na+].Cl.O1CCOCC1. Product: [ClH:1].[Cl:1][C:2]1[C:7]([F:8])=[CH:6][C:5]([C:9]2[N:10]=[C:11]([N:18]3[CH2:23][CH2:22][CH:21]([CH2:24][C:25]4[NH:37][N:36]=[N:35][N:26]=4)[CH2:20][CH2:19]3)[C:12]3[S:17][CH:16]=[CH:15][C:13]=3[N:14]=2)=[C:4]([F:27])[CH:3]=1. (6) Reactant: [NH2:1][C:2]1[CH:10]=[CH:9][C:8]([F:11])=[CH:7][C:3]=1[C:4]([OH:6])=[O:5].Cl[C:13](Cl)([O:15]C(=O)OC(Cl)(Cl)Cl)Cl. Product: [F:11][C:8]1[CH:9]=[CH:10][C:2]2[NH:1][C:13](=[O:15])[O:5][C:4](=[O:6])[C:3]=2[CH:7]=1. The catalyst class is: 7.